Dataset: Catalyst prediction with 721,799 reactions and 888 catalyst types from USPTO. Task: Predict which catalyst facilitates the given reaction. (1) Reactant: [C:1]([C:3]1[CH:4]=[C:5]([CH:38]=[CH:39][CH:40]=1)[C:6]([NH:8][C:9]1[C:10]([C:34]([F:37])([F:36])[F:35])=[C:11]2[C:17]([C@@H:18]3[CH2:23][CH2:22][N:21](C(OC(C)(C)C)=O)[C:20]([CH3:32])([CH3:31])[CH2:19]3)=[CH:16][N:15]([CH3:33])[C:12]2=[N:13][CH:14]=1)=[O:7])#[N:2].Cl. Product: [C:1]([C:3]1[CH:4]=[C:5]([CH:38]=[CH:39][CH:40]=1)[C:6]([NH:8][C:9]1[C:10]([C:34]([F:36])([F:35])[F:37])=[C:11]2[C:17]([C@@H:18]3[CH2:23][CH2:22][NH:21][C:20]([CH3:32])([CH3:31])[CH2:19]3)=[CH:16][N:15]([CH3:33])[C:12]2=[N:13][CH:14]=1)=[O:7])#[N:2]. The catalyst class is: 12. (2) Reactant: [CH3:1][O:2][C:3](=[O:14])[C:4]1[CH:9]=[CH:8][C:7]([O:10][CH3:11])=[C:6]([OH:12])[C:5]=1[OH:13].Br[CH2:16][CH2:17][CH2:18]Br.C([O-])([O-])=O.[K+].[K+]. Product: [CH3:11][O:10][C:7]1[C:6]2[O:12][CH2:16][CH2:17][CH2:18][O:13][C:5]=2[C:4]([C:3]([O:2][CH3:1])=[O:14])=[CH:9][CH:8]=1. The catalyst class is: 3. (3) Reactant: FC(F)(F)C(O)=O.FC(F)(F)S(O)(=O)=O.COC1C=C(OC)C=CC=1C[N:21]1[CH2:27][CH2:26][C:25]([F:29])([F:28])[CH2:24][C@@H:23]([N:30]([CH2:40][C:41]2[CH:42]=[N:43][C:44]([O:47][CH3:48])=[CH:45][CH:46]=2)[S:31]([C:34]2[S:35][C:36]([Cl:39])=[CH:37][CH:38]=2)(=[O:33])=[O:32])[C:22]1=[O:49]. Product: [F:29][C:25]1([F:28])[CH2:26][CH2:27][NH:21][C:22](=[O:49])[C@H:23]([N:30]([CH2:40][C:41]2[CH:42]=[N:43][C:44]([O:47][CH3:48])=[CH:45][CH:46]=2)[S:31]([C:34]2[S:35][C:36]([Cl:39])=[CH:37][CH:38]=2)(=[O:33])=[O:32])[CH2:24]1. The catalyst class is: 4. (4) Reactant: [NH:1]1[C:5]2[CH:6]=[CH:7][CH:8]=[CH:9][C:4]=2[N:3]=[C:2]1[CH:10]([O:31][CH:32]1[CH2:37][CH2:36][N:35]([CH3:38])[CH2:34][CH2:33]1)[C:11]1[CH:12]=[C:13]([C:17]#[C:18][CH2:19][N:20]2C(=O)C3C(=CC=CC=3)C2=O)[CH:14]=[CH:15][CH:16]=1.O.NN. Product: [NH:1]1[C:5]2[CH:6]=[CH:7][CH:8]=[CH:9][C:4]=2[N:3]=[C:2]1[CH:10]([O:31][CH:32]1[CH2:33][CH2:34][N:35]([CH3:38])[CH2:36][CH2:37]1)[C:11]1[CH:12]=[C:13]([C:17]#[C:18][CH2:19][NH2:20])[CH:14]=[CH:15][CH:16]=1. The catalyst class is: 8. (5) Reactant: [NH2:1][C:2]1[N:10]=[CH:9][N:8]=[C:7]2[C:3]=1[N:4]=[C:5]([N:11]1[C:19]3[CH2:18][CH2:17][CH2:16][C:15](=[O:20])[C:14]=3[C:13]([CH3:21])=[N:12]1)[NH:6]2.Br[CH2:23][CH2:24][CH:25]=[C:26]([CH3:28])[CH3:27].C(=O)([O-])[O-].[Cs+].[Cs+]. Product: [NH2:1][C:2]1[N:10]=[CH:9][N:8]=[C:7]2[C:3]=1[N:4]=[C:5]([N:11]1[C:19]3[CH2:18][CH2:17][CH2:16][C:15](=[O:20])[C:14]=3[C:13]([CH3:21])=[N:12]1)[N:6]2[CH2:23][CH2:24][CH:25]=[C:26]([CH3:28])[CH3:27]. The catalyst class is: 3. (6) Reactant: [O:1]([C:8]1[CH:14]=[CH:13][C:11]([NH2:12])=[CH:10][CH:9]=1)[C:2]1[CH:7]=[CH:6][CH:5]=[CH:4][CH:3]=1.[CH3:15][O:16][CH:17]([O:20][CH3:21])[CH2:18]Br.CCN(P1(N(C)CCCN1C)=NC(C)(C)C)CC. Product: [CH3:15][O:16][CH:17]([O:20][CH3:21])[CH2:18][NH:12][C:11]1[CH:10]=[CH:9][C:8]([O:1][C:2]2[CH:3]=[CH:4][CH:5]=[CH:6][CH:7]=2)=[CH:14][CH:13]=1. The catalyst class is: 9.